This data is from NCI-60 drug combinations with 297,098 pairs across 59 cell lines. The task is: Regression. Given two drug SMILES strings and cell line genomic features, predict the synergy score measuring deviation from expected non-interaction effect. Drug 1: C1CN1P(=S)(N2CC2)N3CC3. Drug 2: CCC1(C2=C(COC1=O)C(=O)N3CC4=CC5=C(C=CC(=C5CN(C)C)O)N=C4C3=C2)O.Cl. Cell line: HS 578T. Synergy scores: CSS=14.7, Synergy_ZIP=-6.94, Synergy_Bliss=-6.28, Synergy_Loewe=-2.41, Synergy_HSA=-1.79.